This data is from Reaction yield outcomes from USPTO patents with 853,638 reactions. The task is: Predict the reaction yield, written as a fraction of the theoretical maximum amount of product (1.0 means a 100% yield; for example, 0.34 means a 34% yield). (1) The reactants are [F:1][C:2]1[CH:3]=[C:4]([CH:6]=[CH:7][C:8]=1[F:9])[NH2:5].Br.Br[CH:12]([C:14]1[CH:15]=[C:16]([C:31]([N:33]([CH3:35])[CH3:34])=[O:32])[CH:17]=[C:18]2[C:23]=1[O:22][C:21]([N:24]1[CH2:29][CH2:28][O:27][CH2:26][CH2:25]1)=[CH:20][C:19]2=[O:30])[CH3:13]. No catalyst specified. The product is [F:1][C:2]1[CH:3]=[C:4]([NH:5][CH:12]([C:14]2[CH:15]=[C:16]([C:31]([N:33]([CH3:35])[CH3:34])=[O:32])[CH:17]=[C:18]3[C:23]=2[O:22][C:21]([N:24]2[CH2:29][CH2:28][O:27][CH2:26][CH2:25]2)=[CH:20][C:19]3=[O:30])[CH3:13])[CH:6]=[CH:7][C:8]=1[F:9]. The yield is 0.288. (2) The reactants are [Si]([O:8][CH2:9][C@@H:10]([NH:19][C:20](=[O:26])[O:21][C:22]([CH3:25])([CH3:24])[CH3:23])[CH2:11][N:12]1[CH2:17][CH2:16][CH2:15][CH2:14][C:13]1=[O:18])(C(C)(C)C)(C)C.CCCC[N+](CCCC)(CCCC)CCCC.[F-]. The catalyst is CC#N. The product is [OH:8][CH2:9][C@@H:10]([NH:19][C:20](=[O:26])[O:21][C:22]([CH3:24])([CH3:23])[CH3:25])[CH2:11][N:12]1[CH2:17][CH2:16][CH2:15][CH2:14][C:13]1=[O:18]. The yield is 1.00. (3) The yield is 0.700. The catalyst is C(OCC)(=O)C.[Pd]. The reactants are [CH2:1]([O:19][C@H:20]([CH2:31][O:32][CH2:33][CH2:34][CH2:35][CH2:36][CH2:37][CH2:38][CH2:39][CH2:40][CH2:41][CH2:42][CH2:43][CH2:44][CH2:45][CH2:46][CH2:47][CH2:48][CH2:49][CH3:50])[CH2:21][CH2:22][O:23]CC1C=CC=CC=1)[CH2:2][CH2:3][CH2:4][CH2:5][CH2:6][CH2:7][CH2:8][CH2:9][CH2:10][CH2:11][CH2:12][CH2:13][CH2:14][CH2:15][CH2:16][CH2:17][CH3:18]. The product is [CH2:1]([O:19][C@H:20]([CH2:31][O:32][CH2:33][CH2:34][CH2:35][CH2:36][CH2:37][CH2:38][CH2:39][CH2:40][CH2:41][CH2:42][CH2:43][CH2:44][CH2:45][CH2:46][CH2:47][CH2:48][CH2:49][CH3:50])[CH2:21][CH2:22][OH:23])[CH2:2][CH2:3][CH2:4][CH2:5][CH2:6][CH2:7][CH2:8][CH2:9][CH2:10][CH2:11][CH2:12][CH2:13][CH2:14][CH2:15][CH2:16][CH2:17][CH3:18]. (4) The reactants are [OH:1][C:2]1([CH2:20][CH2:21]O)[CH2:7][CH2:6][N:5]([C:8]2[CH:15]=[CH:14][C:11]([C:12]#[N:13])=[C:10]([C:16]([F:19])([F:18])[F:17])[CH:9]=2)[CH2:4][CH2:3]1.C(=O)([O-])[O-].[K+].[K+].C1(P(C2C=CC=CC=2)C2C=CC=CC=2)C=CC=CC=1.C(Br)(Br)(Br)[Br:49]. The catalyst is ClCCl. The product is [Br:49][CH2:21][CH2:20][C:2]1([OH:1])[CH2:7][CH2:6][N:5]([C:8]2[CH:15]=[CH:14][C:11]([C:12]#[N:13])=[C:10]([C:16]([F:19])([F:18])[F:17])[CH:9]=2)[CH2:4][CH2:3]1. The yield is 0.570. (5) The reactants are [CH3:1][NH:2][NH2:3].[CH3:4][CH2:5][C:6](=O)[CH2:7][C:8](=O)[CH2:9][CH3:10].C(O)(=O)C. The catalyst is C(O)C. The product is [CH2:5]([C:6]1[CH:7]=[C:8]([CH2:9][CH3:10])[N:2]([CH3:1])[N:3]=1)[CH3:4]. The yield is 0.940. (6) The reactants are [NH2:1][C:2]1[C:10]2[C:9]([C:11]3[CH:16]=[CH:15][C:14]([Cl:17])=[C:13]([Cl:18])[CH:12]=3)=[N:8][C:7](S(C)=O)=[N:6][C:5]=2[S:4][C:3]=1[C:22]([NH2:24])=[O:23].[NH2:25][CH:26]1[CH2:29][N:28]([C:30]([O:32][C:33]([CH3:36])([CH3:35])[CH3:34])=[O:31])[CH2:27]1. The catalyst is C1COCC1. The product is [NH2:1][C:2]1[C:10]2[C:9]([C:11]3[CH:16]=[CH:15][C:14]([Cl:17])=[C:13]([Cl:18])[CH:12]=3)=[N:8][C:7]([NH:25][CH:26]3[CH2:27][N:28]([C:30]([O:32][C:33]([CH3:36])([CH3:35])[CH3:34])=[O:31])[CH2:29]3)=[N:6][C:5]=2[S:4][C:3]=1[C:22](=[O:23])[NH2:24]. The yield is 0.550. (7) The reactants are [NH2:1][C:2]1[N:7]=[CH:6][N:5]=[C:4]2[N:8]([CH:13]([C:15]3[C:16]([O:34][CH3:35])=[C:17]([CH:23]4[CH2:26][N:25]([C:27]([O:29][C:30]([CH3:33])([CH3:32])[CH3:31])=[O:28])[CH2:24]4)[C:18]([F:22])=[C:19]([Cl:21])[CH:20]=3)[CH3:14])[N:9]=[C:10]([CH:11]=[CH2:12])[C:3]=12.C[N+]1([O-])CC[O:40]CC1.[OH2:44]. The catalyst is C(O)(C)(C)C.[Os](=O)(=O)(=O)=O. The product is [NH2:1][C:2]1[N:7]=[CH:6][N:5]=[C:4]2[N:8]([CH:13]([C:15]3[C:16]([O:34][CH3:35])=[C:17]([CH:23]4[CH2:24][N:25]([C:27]([O:29][C:30]([CH3:33])([CH3:32])[CH3:31])=[O:28])[CH2:26]4)[C:18]([F:22])=[C:19]([Cl:21])[CH:20]=3)[CH3:14])[N:9]=[C:10]([CH:11]([OH:40])[CH2:12][OH:44])[C:3]=12. The yield is 1.00.